This data is from Catalyst prediction with 721,799 reactions and 888 catalyst types from USPTO. The task is: Predict which catalyst facilitates the given reaction. (1) Reactant: [Cl:1][C:2]1[CH:9]=[C:8]([Cl:10])[CH:7]=[C:4]([CH:5]=O)[C:3]=1[OH:11].[C:12](OC(=O)C)(=[O:14])[CH3:13].C(N(CC)CC)C.O. Product: [Cl:10][C:8]1[CH:7]=[C:4]2[C:3](=[C:2]([Cl:1])[CH:9]=1)[O:11][C:12](=[O:14])[CH:13]=[CH:5]2. The catalyst class is: 2. (2) Reactant: FC1C=C(F)C=CC=1C(Cl)=O.[Cl:12][C:13]1[CH:14]=[C:15]([CH:17]=[CH:18][C:19]=1[O:20][C:21]1[C:30]2[C:25](=[CH:26][C:27]([O:33][CH3:34])=[C:28]([O:31][CH3:32])[CH:29]=2)[N:24]=[CH:23][CH:22]=1)[NH2:16].[F:35][C:36]1[CH:41]=[C:40]([F:42])[CH:39]=[CH:38][C:37]=1[C:43]([N:45]=[C:46]=[S:47])=[O:44]. Product: [F:35][C:36]1[CH:41]=[C:40]([F:42])[CH:39]=[CH:38][C:37]=1[C:43]([N:45]=[C:46]=[S:47])=[O:44].[Cl:12][C:13]1[CH:14]=[C:15]([NH:16][C:46]([NH:45][C:43](=[O:44])[C:37]2[CH:38]=[CH:39][C:40]([F:42])=[CH:41][C:36]=2[F:35])=[S:47])[CH:17]=[CH:18][C:19]=1[O:20][C:21]1[C:30]2[C:25](=[CH:26][C:27]([O:33][CH3:34])=[C:28]([O:31][CH3:32])[CH:29]=2)[N:24]=[CH:23][CH:22]=1. The catalyst class is: 234. (3) Reactant: C([NH:4][C:5]1[N:9]([C:10]2[CH:15]=[C:14]([S:16][CH2:17][C:18]([F:21])([F:20])[F:19])[C:13]([CH3:22])=[CH:12][C:11]=2[F:23])[N:8]=[C:7]([O:24][C:25]([F:33])([F:32])[CH:26]([F:31])[C:27]([F:30])([F:29])[F:28])[CH:6]=1)(=O)C.S(=O)(=O)(O)O. Product: [NH2:4][C:5]1[N:9]([C:10]2[CH:15]=[C:14]([S:16][CH2:17][C:18]([F:20])([F:21])[F:19])[C:13]([CH3:22])=[CH:12][C:11]=2[F:23])[N:8]=[C:7]([O:24][C:25]([F:32])([F:33])[CH:26]([F:31])[C:27]([F:28])([F:29])[F:30])[CH:6]=1. The catalyst class is: 40. (4) Reactant: [Cl:1][CH2:2][CH2:3][O:4][C:5]1[CH:10]=[CH:9][C:8]([C:11]([C:13]2[CH:18]=[CH:17][C:16]([O:19]C)=[CH:15][CH:14]=2)=[O:12])=[CH:7][CH:6]=1.B(Br)(Br)Br. Product: [Cl:1][CH2:2][CH2:3][O:4][C:5]1[CH:6]=[CH:7][C:8]([C:11]([C:13]2[CH:18]=[CH:17][C:16]([OH:19])=[CH:15][CH:14]=2)=[O:12])=[CH:9][CH:10]=1. The catalyst class is: 2. (5) Reactant: C([N:8]([CH2:30][C@@H:31]([C:33]1[CH:42]=[CH:41][C:40]([O:43][CH2:44][C:45]2C=CC=CC=2)=[C:39]2[C:34]=1[CH:35]=[CH:36][C:37](=[O:51])[NH:38]2)[OH:32])[CH2:9][CH2:10][CH2:11][CH2:12][CH2:13][CH2:14][O:15][CH2:16][CH2:17][CH2:18][CH2:19][C:20]1[CH:21]=[C:22]([S:26]([NH2:29])(=[O:28])=[O:27])[CH:23]=[CH:24][CH:25]=1)C1C=CC=CC=1.C([OH:54])C. Product: [C:44]([OH:54])(=[O:43])[CH3:45].[OH:32][C@H:31]([C:33]1[CH:42]=[CH:41][C:40]([OH:43])=[C:39]2[C:34]=1[CH:35]=[CH:36][C:37](=[O:51])[NH:38]2)[CH2:30][NH:8][CH2:9][CH2:10][CH2:11][CH2:12][CH2:13][CH2:14][O:15][CH2:16][CH2:17][CH2:18][CH2:19][C:20]1[CH:21]=[C:22]([S:26]([NH2:29])(=[O:27])=[O:28])[CH:23]=[CH:24][CH:25]=1. The catalyst class is: 285.